Regression/Classification. Given a drug SMILES string, predict its absorption, distribution, metabolism, or excretion properties. Task type varies by dataset: regression for continuous measurements (e.g., permeability, clearance, half-life) or binary classification for categorical outcomes (e.g., BBB penetration, CYP inhibition). For this dataset (clearance_microsome_az), we predict log10(clearance) (log10 of the in vitro intrinsic clearance, CLint, in uL/min per mg of human liver microsomal protein, equivalently mL/min/g; values are censored to the assay range of 3 to 150, which is 0.477 to 2.18 on this log10 scale). From a dataset of Microsomal clearance measurements from AstraZeneca. (1) The drug is O=C(O)[C@H](Cc1ccccc1)N1CCC(CN2CCC(Oc3ccc(CO)c(Cl)c3)CC2)CC1. The log10(clearance) is 0.480. (2) The compound is CCCSc1nc(N[C@@H]2C[C@H]2c2ccccc2)c2nnn([C@@H]3C[C@H](OCCO)[C@@H](O)[C@H]3O)c2n1. The log10(clearance) is 0.480. (3) The drug is CCCc1nc2c(C)cc(-c3nc4ccccc4n3C)cc2n1Cc1ccc(-c2ccccc2C(=O)O)cc1. The log10(clearance) is 0.480. (4) The compound is CCn1nc(C)c(C(=O)N[C@@H](C)C(C)(C)C)c1NS(=O)(=O)c1ccc(C)cc1. The log10(clearance) is 0.620.